From a dataset of Full USPTO retrosynthesis dataset with 1.9M reactions from patents (1976-2016). Predict the reactants needed to synthesize the given product. Given the product [Br:21][C:25]1[CH:24]=[C:23]([CH:22]=[C:27]([Br:2])[N:26]=1)[C:38]([O:36][CH3:33])=[O:39], predict the reactants needed to synthesize it. The reactants are: P(Br)(Br)[Br:2].BrBr.O=P12OP3(OP(OP(O3)(O1)=O)(=O)O2)=O.[BrH:21].[CH:22]1[C:23](C(O)=O)=[CH:24][C:25](O)=[N:26][C:27]=1O.[C:33]([O-:36])(O)=O.[Na+].[CH3:38][OH:39].